From a dataset of Catalyst prediction with 721,799 reactions and 888 catalyst types from USPTO. Predict which catalyst facilitates the given reaction. (1) Reactant: [C:1]([O:5][C:6](=[O:19])[NH:7][C:8]1[C:13]([F:14])=[CH:12][CH:11]=[C:10]([N+:15]([O-])=O)[C:9]=1[F:18])([CH3:4])([CH3:3])[CH3:2]. Product: [C:1]([O:5][C:6](=[O:19])[NH:7][C:8]1[C:13]([F:14])=[CH:12][CH:11]=[C:10]([NH2:15])[C:9]=1[F:18])([CH3:4])([CH3:2])[CH3:3]. The catalyst class is: 129. (2) Reactant: [BH4-].[Na+].[Cl:3][C:4]1[C:9]([CH:10]=[O:11])=[CH:8][CH:7]=[C:6]([Cl:12])[N:5]=1. Product: [Cl:3][C:4]1[C:9]([CH2:10][OH:11])=[CH:8][CH:7]=[C:6]([Cl:12])[N:5]=1. The catalyst class is: 5.